This data is from Full USPTO retrosynthesis dataset with 1.9M reactions from patents (1976-2016). The task is: Predict the reactants needed to synthesize the given product. (1) Given the product [NH2:13][C:14]1[C:15]([C:19]2[N:20]([CH2:31][CH3:32])[C:21]3[CH:26]=[C:25]([CH2:27][N:37]4[C:33](=[O:43])[C:34]5[C:35](=[CH:39][CH:40]=[CH:41][CH:42]=5)[C:36]4=[O:38])[N:24]=[C:23]([Cl:29])[C:22]=3[N:30]=2)=[N:16][O:17][N:18]=1, predict the reactants needed to synthesize it. The reactants are: N(C(OCC)=O)=NC(OCC)=O.[NH2:13][C:14]1[C:15]([C:19]2[N:20]([CH2:31][CH3:32])[C:21]3[CH:26]=[C:25]([CH2:27]O)[N:24]=[C:23]([Cl:29])[C:22]=3[N:30]=2)=[N:16][O:17][N:18]=1.[C:33]1(=[O:43])[NH:37][C:36](=[O:38])[C:35]2=[CH:39][CH:40]=[CH:41][CH:42]=[C:34]12.C1(P(C2C=CC=CC=2)C2C=CC=CC=2)C=CC=CC=1. (2) Given the product [Cl:1][C:2]1[CH:3]=[CH:4][C:5]([CH2:6][C:7]2([NH:14][CH:15]=[O:16])[CH2:8][CH:9]([C:11]([N:31]([O:30][CH3:29])[CH3:32])=[O:13])[CH2:10]2)=[CH:17][CH:18]=1, predict the reactants needed to synthesize it. The reactants are: [Cl:1][C:2]1[CH:18]=[CH:17][C:5]([CH2:6][C:7]2([NH:14][CH:15]=[O:16])[CH2:10][CH:9]([C:11]([OH:13])=O)[CH2:8]2)=[CH:4][CH:3]=1.CCN(C(C)C)C(C)C.Cl.[CH3:29][O:30][NH:31][CH3:32].CN(C(ON1N=NC2C=CC=NC1=2)=[N+](C)C)C.F[P-](F)(F)(F)(F)F. (3) Given the product [CH3:12][N:7]1[C:6]2[CH:11]=[C:2]([CH3:1])[CH:3]=[CH:4][C:5]=2[O:9][C:8]1=[O:10], predict the reactants needed to synthesize it. The reactants are: [CH3:1][C:2]1[CH:3]=[CH:4][C:5]2[O:9][C:8](=[O:10])[NH:7][C:6]=2[CH:11]=1.[C:12](=O)([O-])[O-].[K+].[K+].CI. (4) Given the product [CH3:7][O:8][C:9]1[CH:10]=[C:11]([C:18]2[CH2:23][CH2:22][CH:21]([N:24]3[CH2:29][CH2:28][N:27]([CH2:2][CH2:1][S:3]([CH3:6])(=[O:5])=[O:4])[CH2:26][CH2:25]3)[CH2:20][CH:19]=2)[CH:12]=[CH:13][C:14]=1[N+:15]([O-:17])=[O:16], predict the reactants needed to synthesize it. The reactants are: [CH:1]([S:3]([CH3:6])(=[O:5])=[O:4])=[CH2:2].[CH3:7][O:8][C:9]1[CH:10]=[C:11]([C:18]2[CH2:23][CH2:22][CH:21]([N:24]3[CH2:29][CH2:28][NH:27][CH2:26][CH2:25]3)[CH2:20][CH:19]=2)[CH:12]=[CH:13][C:14]=1[N+:15]([O-:17])=[O:16]. (5) Given the product [C:1]([NH:4][C:5]1[CH:6]=[CH:7][C:8](/[CH:11]=[CH:12]/[C:13]([NH:16][C:17]2[CH:22]=[C:21]([C:23]#[CH:24])[CH:20]=[CH:19][C:18]=2[NH2:25])=[O:15])=[CH:9][CH:10]=1)(=[O:3])[CH3:2], predict the reactants needed to synthesize it. The reactants are: [C:1]([NH:4][C:5]1[CH:10]=[CH:9][C:8](/[CH:11]=[CH:12]/[C:13]([OH:15])=O)=[CH:7][CH:6]=1)(=[O:3])[CH3:2].[NH2:16][C:17]1[CH:22]=[C:21]([C:23]#[CH:24])[CH:20]=[CH:19][C:18]=1[NH:25]C(=O)OC(C)(C)C.CN(C(ON1N=NC2C=CC=NC1=2)=[N+](C)C)C.F[P-](F)(F)(F)(F)F.CCN(C(C)C)C(C)C.